This data is from Full USPTO retrosynthesis dataset with 1.9M reactions from patents (1976-2016). The task is: Predict the reactants needed to synthesize the given product. (1) Given the product [Cl:1][C:2]1[CH:3]=[C:4]([C@@H:12]([CH2:16][CH:17]2[CH2:20][C:19](=[O:21])[CH2:18]2)[C:13]([NH:37][C:34]2[CH:35]=[CH:36][N:32]([CH2:31][C:30]([O:29][CH3:28])([CH3:38])[CH3:39])[N:33]=2)=[O:15])[CH:5]=[CH:6][C:7]=1[S:8]([CH3:11])(=[O:9])=[O:10], predict the reactants needed to synthesize it. The reactants are: [Cl:1][C:2]1[CH:3]=[C:4]([C@@H:12]([CH2:16][CH:17]2[CH2:20][C:19](=[O:21])[CH2:18]2)[C:13]([OH:15])=O)[CH:5]=[CH:6][C:7]=1[S:8]([CH3:11])(=[O:10])=[O:9].C(Cl)(=O)C(Cl)=O.[CH3:28][O:29][C:30]([CH3:39])([CH3:38])[CH2:31][N:32]1[CH:36]=[CH:35][C:34]([NH2:37])=[N:33]1.N1C(C)=CC=CC=1C. (2) Given the product [OH:8][CH2:9][C:10]1[CH:15]=[CH:14][CH:13]=[CH:12][C:11]=1[NH:16][C:17]1[N:25]=[C:24]2[C:20]([NH:21][C:22](=[O:34])[N:23]2[C:26]2[CH:31]=[CH:30][CH:29]=[CH:28][C:27]=2[O:32][CH3:33])=[C:19]([C:35]([NH2:40])=[O:37])[N:18]=1, predict the reactants needed to synthesize it. The reactants are: [Si]([O:8][CH2:9][C:10]1[CH:15]=[CH:14][CH:13]=[CH:12][C:11]=1[NH:16][C:17]1[N:25]=[C:24]2[C:20]([NH:21][C:22](=[O:34])[N:23]2[C:26]2[CH:31]=[CH:30][CH:29]=[CH:28][C:27]=2[O:32][CH3:33])=[C:19]([C:35]([O:37]CC)=O)[N:18]=1)(C(C)(C)C)(C)C.[NH2:40]C1C(C(OCC)=O)=NC(NC2C=CC=C(CO[Si](C(C)(C)C)(C)C)C=2)=NC=1NC1C=CC=CC=1OC. (3) Given the product [ClH:1].[ClH:1].[NH:31]=[C:32]([NH:2][CH2:3][C@H:4]([S:6][CH2:7][C@@:8]([CH3:13])([C:10]([OH:12])=[O:11])[NH2:9])[CH3:5])[CH3:33], predict the reactants needed to synthesize it. The reactants are: [ClH:1].[NH2:2][CH2:3][C@H:4]([S:6][CH2:7][C@@:8]([CH3:13])([C:10]([OH:12])=[O:11])[NH2:9])[CH3:5].FC(F)(F)C(O)=O.C(OC([NH:31][CH2:32][C@H:33](SC[C@@](C)(C(O)=O)N)C)=O)C1C=CC=CC=1. (4) Given the product [CH3:1][N:2]1[CH2:7][CH2:6][N:5]([C:8]([O:10][C@@H:11]2[N:20]([C:21]3[CH:22]=[CH:23][C:24]([Cl:27])=[CH:25][N:26]=3)[C:18](=[O:19])[C:13]3[N:14]=[CH:15][CH:16]=[N:17][C:12]2=3)=[O:9])[CH2:4][CH2:3]1.[S:34]([C:28]1[CH:33]=[CH:32][CH:31]=[CH:30][CH:29]=1)([O-:37])(=[O:36])=[O:35], predict the reactants needed to synthesize it. The reactants are: [CH3:1][N:2]1[CH2:7][CH2:6][N:5]([C:8]([O:10][C@@H:11]2[N:20]([C:21]3[CH:22]=[CH:23][C:24]([Cl:27])=[CH:25][N:26]=3)[C:18](=[O:19])[C:13]3[N:14]=[CH:15][CH:16]=[N:17][C:12]2=3)=[O:9])[CH2:4][CH2:3]1.[C:28]1([S:34]([OH:37])(=[O:36])=[O:35])[CH:33]=[CH:32][CH:31]=[CH:30][CH:29]=1.CN1CCN(C(OC2N(C3C=CC(Cl)=CN=3)C(=O)C3N=CC=NC2=3)=O)CC1. (5) Given the product [Br:2][CH2:3][CH2:4][NH:5][C:6](=[O:7])[O:8][C:9]([CH3:12])([CH3:11])[CH3:10], predict the reactants needed to synthesize it. The reactants are: Br.[Br:2][CH2:3][CH2:4][NH2:5].[C:6](O[C:6]([O:8][C:9]([CH3:12])([CH3:11])[CH3:10])=[O:7])([O:8][C:9]([CH3:12])([CH3:11])[CH3:10])=[O:7].C(N(CC)CC)C. (6) Given the product [ClH:1].[CH2:47]([N:25]([CH2:23][CH3:24])[CH2:26][CH2:27][NH:28][C:29]([C:31]1[C:44]2[NH:43][C:42]3[C:37](=[CH:38][CH:39]=[C:40]([I:45])[CH:41]=3)[C:36](=[O:46])[C:35]=2[CH:34]=[CH:33][CH:32]=1)=[O:30])[CH3:48], predict the reactants needed to synthesize it. The reactants are: [ClH:1].C(N(CC)CCNC(C1C=CC2C(=CC=C(I)C=2)C=1)=O)C.[CH2:23]([N:25]([CH2:47][CH3:48])[CH2:26][CH2:27][NH:28][C:29]([C:31]1[C:44]2[NH:43][C:42]3[C:37](=[CH:38][CH:39]=[C:40]([I:45])[CH:41]=3)[C:36](=[O:46])[C:35]=2[CH:34]=[CH:33][CH:32]=1)=[O:30])[CH3:24].[K+].[Br-]. (7) Given the product [Br:1]/[CH:2]=[C:3]1\[CH2:4][CH2:5][CH2:6][C@@:7]2([CH3:15])[C@H:11]\1[CH2:10][CH2:9][C@@H:8]2[C:12](=[O:14])[CH3:13], predict the reactants needed to synthesize it. The reactants are: [Br:1]/[CH:2]=[C:3]1\[CH2:4][CH2:5][CH2:6][C@@:7]2([CH3:15])[C@H:11]\1[CH2:10][CH2:9][C@@H:8]2[C@@H:12]([OH:14])[CH3:13].C[N+]1([O-])CCOCC1. (8) Given the product [CH2:8]([O:15][C:16]1[CH:25]=[C:24]2[C:19]([C:20]([NH:39][CH2:38][CH2:37][O:30][C:31]3[CH:36]=[CH:35][CH:34]=[CH:33][CH:32]=3)=[C:21]([N+:26]([O-:28])=[O:27])[CH:22]=[N:23]2)=[CH:18][CH:17]=1)[C:9]1[CH:14]=[CH:13][CH:12]=[CH:11][CH:10]=1, predict the reactants needed to synthesize it. The reactants are: C(N(CC)CC)C.[CH2:8]([O:15][C:16]1[CH:25]=[C:24]2[C:19]([C:20](Cl)=[C:21]([N+:26]([O-:28])=[O:27])[CH:22]=[N:23]2)=[CH:18][CH:17]=1)[C:9]1[CH:14]=[CH:13][CH:12]=[CH:11][CH:10]=1.[O:30]([CH2:37][CH2:38][NH2:39])[C:31]1[CH:36]=[CH:35][CH:34]=[CH:33][CH:32]=1.O. (9) Given the product [F:20][C:17]1[CH:18]=[C:19]2[C:14]([N:13]=[CH:12][C:11](=[O:21])[N:10]2[CH2:9][CH2:8][N:5]2[CH2:4][CH2:3][CH:2]([NH:1][CH2:30][C:29]#[C:28][C:22]3[CH:27]=[CH:26][CH:25]=[CH:24][CH:23]=3)[CH2:7][CH2:6]2)=[CH:15][CH:16]=1.[C:22]1([C:28]#[C:29][CH2:30][N:1]([CH2:19][C:14]#[C:15][C:42]2[CH:43]=[CH:4][CH:3]=[CH:2][CH:7]=2)[CH:2]2[CH2:3][CH2:4][N:5]([CH2:8][CH2:9][N:10]3[C:19]4[C:14](=[CH:15][CH:16]=[C:17]([F:20])[CH:18]=4)[N:13]=[CH:12][C:11]3=[O:21])[CH2:6][CH2:7]2)[CH:27]=[CH:26][CH:25]=[CH:24][CH:23]=1, predict the reactants needed to synthesize it. The reactants are: [NH2:1][CH:2]1[CH2:7][CH2:6][N:5]([CH2:8][CH2:9][N:10]2[C:19]3[C:14](=[CH:15][CH:16]=[C:17]([F:20])[CH:18]=3)[N:13]=[CH:12][C:11]2=[O:21])[CH2:4][CH2:3]1.[C:22]1([C:28]#[C:29][CH:30]=O)[CH:27]=[CH:26][CH:25]=[CH:24][CH:23]=1.C(O[BH-](O[C:42](=O)[CH3:43])OC(=O)C)(=O)C.[Na+].C(=O)([O-])O.[Na+]. (10) The reactants are: Br[C:2]1[N:7]=[CH:6][C:5]([C:8]2([NH:11][C:12]([C:14]3[C:15]4[CH:22]=[N:21][N:20]([C:23]5[CH:28]=[CH:27][C:26]([F:29])=[CH:25][CH:24]=5)[C:16]=4[CH:17]=[N:18][CH:19]=3)=[O:13])[CH2:10][CH2:9]2)=[CH:4][CH:3]=1.[CH3:30][S:31]([O-:33])=[O:32].[Na+].CNCCNC.[Cl-].[NH4+]. Given the product [CH3:30][S:31]([C:2]1[N:7]=[CH:6][C:5]([C:8]2([NH:11][C:12]([C:14]3[C:15]4[CH:22]=[N:21][N:20]([C:23]5[CH:28]=[CH:27][C:26]([F:29])=[CH:25][CH:24]=5)[C:16]=4[CH:17]=[N:18][CH:19]=3)=[O:13])[CH2:10][CH2:9]2)=[CH:4][CH:3]=1)(=[O:33])=[O:32], predict the reactants needed to synthesize it.